From a dataset of Forward reaction prediction with 1.9M reactions from USPTO patents (1976-2016). Predict the product of the given reaction. Given the reactants [Br:1][C:2]1[C:3]([OH:13])=[CH:4][C:5]([F:12])=[C:6]([CH:11]=1)[C:7]([O:9][CH3:10])=[O:8].[O:14]1[CH:19]=[CH:18][CH2:17][CH2:16][CH2:15]1, predict the reaction product. The product is: [Br:1][C:2]1[C:3]([O:13][CH:15]2[CH2:16][CH2:17][CH2:18][CH2:19][O:14]2)=[CH:4][C:5]([F:12])=[C:6]([CH:11]=1)[C:7]([O:9][CH3:10])=[O:8].